From a dataset of Merck oncology drug combination screen with 23,052 pairs across 39 cell lines. Regression. Given two drug SMILES strings and cell line genomic features, predict the synergy score measuring deviation from expected non-interaction effect. (1) Drug 1: O=c1[nH]cc(F)c(=O)[nH]1. Drug 2: Cc1nc(Nc2ncc(C(=O)Nc3c(C)cccc3Cl)s2)cc(N2CCN(CCO)CC2)n1. Cell line: CAOV3. Synergy scores: synergy=17.9. (2) Drug 1: O=c1[nH]cc(F)c(=O)[nH]1. Drug 2: CC(C)CC(NC(=O)C(Cc1ccccc1)NC(=O)c1cnccn1)B(O)O. Cell line: SKMES1. Synergy scores: synergy=-11.6. (3) Drug 1: COC12C(COC(N)=O)C3=C(C(=O)C(C)=C(N)C3=O)N1CC1NC12. Drug 2: N#Cc1ccc(Cn2cncc2CN2CCN(c3cccc(Cl)c3)C(=O)C2)cc1. Cell line: VCAP. Synergy scores: synergy=-4.59.